Task: Predict which catalyst facilitates the given reaction.. Dataset: Catalyst prediction with 721,799 reactions and 888 catalyst types from USPTO (1) Reactant: [Cl:1][C:2]1[CH:3]=[C:4]2[C:9](=[CH:10][C:11]=1[C:12]([N:14]1[CH2:18][CH2:17][CH2:16][CH2:15]1)=[O:13])[N:8]=[CH:7][N:6]=[C:5]2[NH:19][CH:20]([C:26]1[N:30](C(OC(C)(C)C)=O)[C:29]2[CH:38]=[CH:39][C:40]([Cl:42])=[CH:41][C:28]=2[N:27]=1)[CH2:21][CH2:22][C:23](O)=[O:24].[NH2:43][CH:44]1[CH2:49][CH2:48][CH2:47][CH2:46][N:45]1C(OC(C)(C)C)=O.CN(C(ON1N=NC2C=CC=CC1=2)=[N+](C)C)C.[B-](F)(F)(F)F.FC(F)(F)C(O)=O. Product: [Cl:1][C:2]1[CH:3]=[C:4]2[C:9](=[CH:10][C:11]=1[C:12]([N:14]1[CH2:15][CH2:16][CH2:17][CH2:18]1)=[O:13])[N:8]=[CH:7][N:6]=[C:5]2[NH:19][CH:20]([C:26]1[NH:30][C:29]2[CH:38]=[CH:39][C:40]([Cl:42])=[CH:41][C:28]=2[N:27]=1)[CH2:21][CH2:22][C:23]([NH:43][CH:44]1[CH2:49][CH2:48][CH2:47][CH2:46][NH:45]1)=[O:24]. The catalyst class is: 783. (2) The catalyst class is: 18. Reactant: [C:1]1([C:14]2[CH:19]=[CH:18][CH:17]=[CH:16][CH:15]=2)[CH:6]=[CH:5][C:4]([NH:7][C:8](=[O:13])[CH2:9][C:10]([OH:12])=O)=[CH:3][CH:2]=1.CCN(C(C)C)C(C)C.C1C=CC2N(O)N=NC=2C=1.CCN=C=NCCCN(C)C.Cl.Cl.Cl.[CH3:53][C:54]1[CH:59]=[C:58]([CH3:60])[CH:57]=[CH:56][C:55]=1[NH:61][CH:62]1[CH2:67][CH2:66][NH:65][CH2:64][CH2:63]1. Product: [C:1]1([C:14]2[CH:19]=[CH:18][CH:17]=[CH:16][CH:15]=2)[CH:2]=[CH:3][C:4]([NH:7][C:8](=[O:13])[CH2:9][C:10]([N:65]2[CH2:66][CH2:67][CH:62]([NH:61][C:55]3[CH:56]=[CH:57][C:58]([CH3:60])=[CH:59][C:54]=3[CH3:53])[CH2:63][CH2:64]2)=[O:12])=[CH:5][CH:6]=1. (3) The catalyst class is: 212. Reactant: [CH2:1]([O:3][C:4](=[O:17])[C@@H:5]([NH2:16])[CH2:6][CH2:7][CH2:8][N:9]([CH2:13][CH2:14][CH3:15])[CH2:10][CH2:11][CH3:12])[CH3:2].[NH:18]1[CH:22]=CN=[C:19]1[CH2:23][N:24]([CH2:32][C:33]1[CH:40]=[CH:39][C:36]([CH:37]=O)=[CH:35][CH:34]=1)[CH2:25][C:26]1[N:27]([CH3:31])[CH:28]=[CH:29][N:30]=1.[C:41]([BH3-])#[N:42].[Na+].[CH2:45]=O. Product: [CH2:1]([O:3][C:4](=[O:17])[C@@H:5]([N:16]([CH2:37][C:36]1[CH:35]=[CH:34][C:33]([CH2:32][N:24]([CH2:23][C:19]2[NH:18][CH:22]=[CH:41][N:42]=2)[CH2:25][C:26]2[N:27]([CH3:31])[CH:28]=[CH:29][N:30]=2)=[CH:40][CH:39]=1)[CH3:45])[CH2:6][CH2:7][CH2:8][N:9]([CH2:13][CH2:14][CH3:15])[CH2:10][CH2:11][CH3:12])[CH3:2]. (4) Product: [C:19]([C:21]1[CH:22]=[CH:23][C:24]([CH2:25][NH:26][C:27](=[O:33])[C@@H:28]2[CH2:32][CH2:31][CH2:30][N:29]2[C:15](=[O:17])[C@@H:14]([CH2:13][C:8]2[CH:7]=[CH:12][CH:11]=[CH:10][CH:9]=2)[OH:18])=[CH:34][CH:35]=1)#[N:20]. The catalyst class is: 3. Reactant: O1CCCCC1[C:7]1[CH:12]=[CH:11][CH:10]=[CH:9][C:8]=1[CH2:13][C@@H:14]([OH:18])[C:15]([OH:17])=O.[C:19]([C:21]1[CH:35]=[CH:34][C:24]([CH2:25][NH:26][C:27](=[O:33])[C@@H:28]2[CH2:32][CH2:31][CH2:30][NH:29]2)=[CH:23][CH:22]=1)#[N:20].ON1C2C=CC=CC=2N=N1.CCN(C(C)C)C(C)C.C1(N=C=NC2CCCCC2)CCCCC1. (5) Reactant: [Cl:1][C:2]1[CH:7]=[C:6]([Cl:8])[CH:5]=[CH:4][C:3]=1[CH2:9][CH2:10][O:11][C:12]1[CH:13]=[C:14]([CH:18]=[CH:19][C:20]=1[CH3:21])[C:15]([OH:17])=O.CN(C(ON1N=NC2C=CC=NC1=2)=[N+](C)C)C.F[P-](F)(F)(F)(F)F.C(N1CCOCC1)C.FC(F)(F)C(O)=O.[Cl:61][C:62]([Cl:77])([Cl:76])[C:63]1[O:67][N:66]=[C:65]([N:68]2[CH2:73][CH2:72][CH:71]([CH2:74][NH2:75])[CH2:70][CH2:69]2)[N:64]=1. Product: [Cl:1][C:2]1[CH:7]=[C:6]([Cl:8])[CH:5]=[CH:4][C:3]=1[CH2:9][CH2:10][O:11][C:12]1[CH:13]=[C:14]([CH:18]=[CH:19][C:20]=1[CH3:21])[C:15]([NH:75][CH2:74][CH:71]1[CH2:72][CH2:73][N:68]([C:65]2[N:64]=[C:63]([C:62]([Cl:77])([Cl:76])[Cl:61])[O:67][N:66]=2)[CH2:69][CH2:70]1)=[O:17]. The catalyst class is: 3.